Dataset: Forward reaction prediction with 1.9M reactions from USPTO patents (1976-2016). Task: Predict the product of the given reaction. (1) Given the reactants [Cl:1][C:2]1[CH:3]=[N:4][CH:5]=[C:6]([Cl:26])[C:7]=1[NH:8][C:9]1[NH:10][C:11]2[C:17]3[CH2:18][C:19]([CH3:22])([CH3:21])[O:20][C:16]=3[C:15]([C:23](O)=[O:24])=[CH:14][C:12]=2[N:13]=1.F[B-](F)(F)F.N1(OC(N(C)C)=[N+](C)C)[C:36]2[CH:37]=[CH:38][CH:39]=[CH:40][C:35]=2N=N1.C[N:50]1CCO[CH2:52][CH2:51]1.CN(C=O)C, predict the reaction product. The product is: [CH:35]1([CH:51]([NH:50][C:23]([C:15]2[C:16]3[O:20][C:19]([CH3:21])([CH3:22])[CH2:18][C:17]=3[C:11]3[NH:10][C:9]([NH:8][C:7]4[C:6]([Cl:26])=[CH:5][N:4]=[CH:3][C:2]=4[Cl:1])=[N:13][C:12]=3[CH:14]=2)=[O:24])[CH3:52])[CH2:36][CH2:37][CH2:38][CH2:39][CH2:40]1. (2) Given the reactants [F:1][C:2]1[CH:7]=[CH:6][C:5]([F:8])=[CH:4][C:3]=1[CH2:9][CH:10]([NH:12][C:13]1[CH:18]=[CH:17][NH:16][C:15](=[O:19])[C:14]=1[C:20]1[NH:38][C:23]2=[CH:24][C:25]3[C:26](=[O:37])[N:27]([CH2:32][CH2:33][N:34]([CH3:36])[CH3:35])[C:28](=O)[C:29]=3[CH:30]=[C:22]2[N:21]=1)[CH3:11], predict the reaction product. The product is: [F:1][C:2]1[CH:7]=[CH:6][C:5]([F:8])=[CH:4][C:3]=1[CH2:9][CH:10]([NH:12][C:13]1[CH:18]=[CH:17][NH:16][C:15](=[O:19])[C:14]=1[C:20]1[NH:21][C:22]2=[CH:30][C:29]3[CH2:28][N:27]([CH2:32][CH2:33][N:34]([CH3:35])[CH3:36])[C:26](=[O:37])[C:25]=3[CH:24]=[C:23]2[N:38]=1)[CH3:11]. (3) Given the reactants [Br:1][C:2]1[CH:24]=[C:23]([C:25]([NH:27][CH2:28][C:29]2[CH:34]=[CH:33][CH:32]=[C:31]([OH:35])[CH:30]=2)=[O:26])[CH:22]=[CH:21][C:3]=1[C:4]([NH:6][C@H:7]([C:17]([O:19]C)=[O:18])[CH2:8][NH:9][C:10]([C:12]1[S:13][CH:14]=[CH:15][CH:16]=1)=[O:11])=[O:5].[OH-].[Na+], predict the reaction product. The product is: [Br:1][C:2]1[CH:24]=[C:23]([C:25]([NH:27][CH2:28][C:29]2[CH:34]=[CH:33][CH:32]=[C:31]([OH:35])[CH:30]=2)=[O:26])[CH:22]=[CH:21][C:3]=1[C:4]([NH:6][C@H:7]([C:17]([OH:19])=[O:18])[CH2:8][NH:9][C:10]([C:12]1[S:13][CH:14]=[CH:15][CH:16]=1)=[O:11])=[O:5]. (4) Given the reactants [F:1][C:2]1[CH:7]=[CH:6][C:5]([C:8]2[CH:9]=[C:10]([CH2:19]OS(C)(=O)=O)[C:11](=[O:18])[N:12]([CH2:14][CH:15]([CH3:17])[CH3:16])[N:13]=2)=[CH:4][C:3]=1[CH3:25].[CH2:26]([N:33]1[CH2:38][CH2:37][NH:36][CH2:35][CH2:34]1)[C:27]1[CH:32]=[CH:31][CH:30]=[CH:29][CH:28]=1, predict the reaction product. The product is: [CH2:26]([N:33]1[CH2:38][CH2:37][N:36]([CH2:19][C:10]2[C:11](=[O:18])[N:12]([CH2:14][CH:15]([CH3:17])[CH3:16])[N:13]=[C:8]([C:5]3[CH:6]=[CH:7][C:2]([F:1])=[C:3]([CH3:25])[CH:4]=3)[CH:9]=2)[CH2:35][CH2:34]1)[C:27]1[CH:28]=[CH:29][CH:30]=[CH:31][CH:32]=1.